From a dataset of Reaction yield outcomes from USPTO patents with 853,638 reactions. Predict the reaction yield, written as a fraction of the theoretical maximum amount of product (1.0 means a 100% yield; for example, 0.34 means a 34% yield). The product is [CH3:1][O:3][C:4]([C:5]1[CH:10]=[CH:9][C:8]([B:14]([OH:18])[OH:15])=[CH:7][CH:6]=1)=[O:13]. The reactants are [CH2:1]([O:3][C:4](=[O:13])[C:5]1[CH:10]=[CH:9][C:8](N)=[C:7](N)[CH:6]=1)C.[B:14]1(B2OC(C)(C)C(C)(C)O2)[O:18]C(C)(C)C(C)(C)[O:15]1.C([O-])(=O)C.[K+]. The yield is 0.790. The catalyst is O1CCOCC1.C(OCC)(=O)C.C1C=CC([P]([Pd]([P](C2C=CC=CC=2)(C2C=CC=CC=2)C2C=CC=CC=2)([P](C2C=CC=CC=2)(C2C=CC=CC=2)C2C=CC=CC=2)[P](C2C=CC=CC=2)(C2C=CC=CC=2)C2C=CC=CC=2)(C2C=CC=CC=2)C2C=CC=CC=2)=CC=1.